From a dataset of Catalyst prediction with 721,799 reactions and 888 catalyst types from USPTO. Predict which catalyst facilitates the given reaction. (1) Reactant: [C:1]1([CH:7](O)[C:8]([F:11])([F:10])[F:9])[CH:6]=[CH:5][CH:4]=[CH:3][CH:2]=1.C(N(C(C)C)CC)(C)C.S(OS(C(F)(F)F)(=O)=O)(C(F)(F)F)(=O)=O.Cl.[C:38]([CH2:40][NH:41][C:42]([C@@H:44]1[CH2:48][C@@H:47]([S:49]([C:52]2[CH:57]=[CH:56][CH:55]=[CH:54][CH:53]=2)(=[O:51])=[O:50])[CH2:46][NH:45]1)=[O:43])#[N:39]. Product: [C:38]([CH2:40][NH:41][C:42]([C@@H:44]1[CH2:48][C@@H:47]([S:49]([C:52]2[CH:57]=[CH:56][CH:55]=[CH:54][CH:53]=2)(=[O:50])=[O:51])[CH2:46][N:45]1[CH:7]([C:1]1[CH:6]=[CH:5][CH:4]=[CH:3][CH:2]=1)[C:8]([F:11])([F:10])[F:9])=[O:43])#[N:39]. The catalyst class is: 4. (2) The catalyst class is: 461. Product: [C:13]1([CH:9]2[O:10][CH2:11][CH2:12][N:7]([CH2:6][C:5]3[CH:19]=[CH:20][C:2]([C:24]4[CH:25]=[CH:26][CH:27]=[CH:28][C:23]=4[C:22]([F:33])([F:32])[F:21])=[CH:3][CH:4]=3)[CH2:8]2)[CH:18]=[CH:17][CH:16]=[CH:15][CH:14]=1. Reactant: Br[C:2]1[CH:20]=[CH:19][C:5]([CH2:6][N:7]2[CH2:12][CH2:11][O:10][CH:9]([C:13]3[CH:18]=[CH:17][CH:16]=[CH:15][CH:14]=3)[CH2:8]2)=[CH:4][CH:3]=1.[F:21][C:22]([F:33])([F:32])[C:23]1[CH:28]=[CH:27][CH:26]=[CH:25][C:24]=1B(O)O.C(=O)([O-])[O-].[Na+].[Na+].C1(C)C=CC=CC=1. (3) Reactant: [CH3:1][C:2]1[CH:3]=[CH:4][C:5](OS(C(F)(F)F)(=O)=O)=[C:6]2[C:11]=1[NH:10][C:9](=[O:12])[CH2:8][CH2:7]2.[CH3:21][N:22](C=O)C. Product: [C:21]([C:5]1[CH:4]=[CH:3][C:2]([CH3:1])=[C:11]2[C:6]=1[CH2:7][CH2:8][C:9](=[O:12])[NH:10]2)#[N:22]. The catalyst class is: 267. (4) Reactant: Cl[C:2]1[C:11]2[C:6](=[CH:7][C:8]([O:14][CH2:15][CH2:16][CH2:17][N:18]3[CH2:23][CH2:22][O:21][CH2:20][CH2:19]3)=[C:9]([O:12][CH3:13])[CH:10]=2)[N:5]=[CH:4][N:3]=1.[CH2:24]1[O:33][C:32]2[CH:31]=[CH:30][C:28]([NH2:29])=[CH:27][C:26]=2[O:25]1.Cl. Product: [O:33]1[C:32]2[CH:31]=[CH:30][C:28]([NH:29][C:2]3[C:11]4[C:6](=[CH:7][C:8]([O:14][CH2:15][CH2:16][CH2:17][N:18]5[CH2:23][CH2:22][O:21][CH2:20][CH2:19]5)=[C:9]([O:12][CH3:13])[CH:10]=4)[N:5]=[CH:4][N:3]=3)=[CH:27][C:26]=2[O:25][CH2:24]1. The catalyst class is: 32. (5) Reactant: [CH2:1]1[O:5][C@@H:4]2[C@@H:6]([OH:9])[CH2:7][O:8][C@@H:3]2[C@@H:2]1[OH:10].[C:11]([OH:20])(=[O:19])[CH2:12][CH2:13][CH2:14][CH2:15][CH2:16][CH2:17][CH3:18]. Product: [CH2:1]1[O:5][C@@H:4]2[C@@H:6]([OH:9])[CH2:7][O:8][C@@H:3]2[C@@H:2]1[OH:10].[C:11]([O-:20])(=[O:19])[CH2:12][CH2:13][CH2:14][CH2:15][CH2:16][CH2:17][CH3:18]. The catalyst class is: 611.